From a dataset of Reaction yield outcomes from USPTO patents with 853,638 reactions. Predict the reaction yield, written as a fraction of the theoretical maximum amount of product (1.0 means a 100% yield; for example, 0.34 means a 34% yield). (1) The reactants are [CH:1]1([P:7]([CH:29]2[CH2:34][CH2:33][CH2:32][CH2:31][CH2:30]2)[C:8]2[CH:13]=[CH:12][CH:11]=[CH:10][C:9]=2[C:14]2[C:19]([CH:20]([CH3:22])[CH3:21])=[CH:18][C:17](C(C)C)=[CH:16][C:15]=2[CH:26]([CH3:28])[CH3:27])[CH2:6][CH2:5][CH2:4][CH2:3][CH2:2]1.C(Cl)Cl.[OH:38][S:39](O)(=[O:41])=[O:40].[OH-].[Na+:44]. The catalyst is CO. The product is [CH:1]1([P:7]([CH:29]2[CH2:34][CH2:33][CH2:32][CH2:31][CH2:30]2)[C:8]2[CH:13]=[CH:12][CH:11]=[CH:10][C:9]=2[C:14]2[C:19]([CH:20]([CH3:22])[CH3:21])=[CH:18][C:17]([S:39]([O-:41])(=[O:40])=[O:38])=[CH:16][C:15]=2[CH:26]([CH3:28])[CH3:27])[CH2:6][CH2:5][CH2:4][CH2:3][CH2:2]1.[Na+:44]. The yield is 0.940. (2) The reactants are Br[C:2]1[CH:3]=[C:4]2[C:11]3([O:15][N:14]([CH3:16])[C:13]([NH2:17])=[N:12]3)[CH2:10][CH:9]([C:18]3[CH:23]=[CH:22][C:21]([O:24][C:25]([F:28])([F:27])[F:26])=[CH:20][CH:19]=3)[O:8][C:5]2=[CH:6][CH:7]=1.[C:29]([C:31]1[CH:32]=[C:33](B(O)O)[CH:34]=[CH:35][CH:36]=1)#[N:30]. The catalyst is O1CCOCC1.C([O-])([O-])=O.[Cs+].[Cs+].Cl[Pd](Cl)([P](C1C=CC=CC=1)(C1C=CC=CC=1)C1C=CC=CC=1)[P](C1C=CC=CC=1)(C1C=CC=CC=1)C1C=CC=CC=1. The product is [NH2:17][C:13]1[N:14]([CH3:16])[O:15][C:11]2([C:4]3[C:5](=[CH:6][CH:7]=[C:2]([C:35]4[CH:36]=[C:31]([CH:32]=[CH:33][CH:34]=4)[C:29]#[N:30])[CH:3]=3)[O:8][CH:9]([C:18]3[CH:23]=[CH:22][C:21]([O:24][C:25]([F:26])([F:28])[F:27])=[CH:20][CH:19]=3)[CH2:10]2)[N:12]=1. The yield is 0.0500. (3) The reactants are [NH2:1][C:2]1[C:10]([CH3:11])=[CH:9][C:8]([CH:12]=O)=[CH:7][C:3]=1[C:4]([OH:6])=[O:5].Cl.[NH2:15][NH:16][C:17]([NH2:19])=[O:18].C(O)(=O)C. The catalyst is C(O)C. The product is [NH2:1][C:2]1[C:10]([CH3:11])=[CH:9][C:8](/[CH:12]=[N:15]/[NH:16][C:17](=[O:18])[NH2:19])=[CH:7][C:3]=1[C:4]([OH:6])=[O:5]. The yield is 0.600. (4) The reactants are CP(C1C=CC=CC=1)[C:3]1C=CC=C[CH:4]=1.[CH2:15]([P:17]([O-:23])[O:18][CH2:19][CH2:20][CH2:21][CH3:22])[CH3:16].C#C. The catalyst is C1CC=CCCC=C1.C1CC=CCCC=C1.[Ni].C1COCC1. The product is [CH2:3]([CH:16]=[CH:15][PH:17](=[O:23])[O:18][CH2:19][CH2:20][CH2:21][CH3:22])[CH3:4]. The yield is 0.950.